From a dataset of NCI-60 drug combinations with 297,098 pairs across 59 cell lines. Regression. Given two drug SMILES strings and cell line genomic features, predict the synergy score measuring deviation from expected non-interaction effect. (1) Drug 1: CCC1=C2CN3C(=CC4=C(C3=O)COC(=O)C4(CC)O)C2=NC5=C1C=C(C=C5)O. Drug 2: CCC1(C2=C(COC1=O)C(=O)N3CC4=CC5=C(C=CC(=C5CN(C)C)O)N=C4C3=C2)O.Cl. Cell line: HT29. Synergy scores: CSS=48.1, Synergy_ZIP=-4.46, Synergy_Bliss=1.01, Synergy_Loewe=-1.94, Synergy_HSA=2.53. (2) Drug 1: CC1=C2C(C(=O)C3(C(CC4C(C3C(C(C2(C)C)(CC1OC(=O)C(C(C5=CC=CC=C5)NC(=O)C6=CC=CC=C6)O)O)OC(=O)C7=CC=CC=C7)(CO4)OC(=O)C)O)C)OC(=O)C. Drug 2: CN(C(=O)NC(C=O)C(C(C(CO)O)O)O)N=O. Cell line: EKVX. Synergy scores: CSS=3.13, Synergy_ZIP=-0.931, Synergy_Bliss=-0.325, Synergy_Loewe=-1.36, Synergy_HSA=-1.50.